From a dataset of Forward reaction prediction with 1.9M reactions from USPTO patents (1976-2016). Predict the product of the given reaction. The product is: [CH2:18]([N:25]1[CH:29]=[C:28]([C:30]2([C:31]#[N:32])[CH2:6][CH2:5][O:4][CH2:3][CH2:2]2)[CH:27]=[C:26]1[C:33]([O:35][CH3:36])=[O:34])[C:19]1[CH:20]=[CH:21][CH:22]=[CH:23][CH:24]=1. Given the reactants I[CH2:2][CH2:3][O:4][CH2:5][CH2:6]I.[Li+].C[Si]([N-][Si](C)(C)C)(C)C.[CH2:18]([N:25]1[CH:29]=[C:28]([CH2:30][C:31]#[N:32])[CH:27]=[C:26]1[C:33]([O:35][CH3:36])=[O:34])[C:19]1[CH:24]=[CH:23][CH:22]=[CH:21][CH:20]=1.[Cl-].[NH4+], predict the reaction product.